Predict which catalyst facilitates the given reaction. From a dataset of Catalyst prediction with 721,799 reactions and 888 catalyst types from USPTO. Reactant: [NH2:1][C:2]1[CH:10]=[CH:9][CH:8]=[C:7]2[C:3]=1[C:4](=[O:12])[O:5][C:6]2=O.[CH2:13]([O:15][C:16]([CH:18]=P(C1C=CC=CC=1)(C1C=CC=CC=1)C1C=CC=CC=1)=[O:17])[CH3:14]. Product: [NH2:1][C:2]1[CH:10]=[CH:9][CH:8]=[C:7]2[C:3]=1[C:4](=[O:12])[O:5][C:6]2=[CH:18][C:16]([O:15][CH2:13][CH3:14])=[O:17]. The catalyst class is: 7.